From a dataset of Cav3 T-type calcium channel HTS with 100,875 compounds. Binary Classification. Given a drug SMILES string, predict its activity (active/inactive) in a high-throughput screening assay against a specified biological target. (1) The molecule is s1c(NC(=O)C2OCCC2)nc2c1cccc2C. The result is 0 (inactive). (2) The molecule is O1C(CN(C(c2n(nnn2)C(C)(C)C)c2cc3c([nH]c2=O)c(ccc3)C)Cc2occc2)CCC1. The result is 0 (inactive). (3) The compound is S(c1[nH]nc(c(=O)n1)C)C. The result is 0 (inactive). (4) The molecule is o1c2c(CC=C)cccc2cc(c1=O)C(OCC(=O)c1ccccc1)=O. The result is 0 (inactive). (5) The drug is S(=O)(=O)(N1CCOCC1)c1sc(cc1)CC(OCC(=O)NCCc1ccccc1)=O. The result is 0 (inactive). (6) The molecule is Clc1ccc(S(=O)(=O)Cc2nc(nc(Sc3c(Cl)cccc3)c2)C)cc1. The result is 1 (active). (7) The compound is O(C(C)(C)C)C(=O)C(NC(=O)c1nc[nH]c1C(=O)NC)C. The result is 0 (inactive). (8) The drug is O1c2c(OC1)ccc(c1onc(C(=O)Nc3c(n(nc3C)Cc3ccc(cc3)C)C)c1)c2. The result is 1 (active). (9) The compound is s1c2c(CCCC2)c2c1nc(SCC(=O)NCc1occc1)n(c2=O)CC=C. The result is 0 (inactive). (10) The drug is Brc1c(CN2CCN(CC2)C)c2oc(c(c2c(O)c1OC)C(OCC)=O)C. The result is 0 (inactive).